This data is from Reaction yield outcomes from USPTO patents with 853,638 reactions. The task is: Predict the reaction yield, written as a fraction of the theoretical maximum amount of product (1.0 means a 100% yield; for example, 0.34 means a 34% yield). (1) The reactants are [CH3:1][NH:2][S:3]([C:6]1[CH:7]=[CH:8][C:9]2[S:13][C:12]([CH2:14][C:15]#[N:16])=[N:11][C:10]=2[CH:17]=1)(=[O:5])=[O:4].[C:18]([O:21][C:22](=O)C)(=O)[CH3:19]. No catalyst specified. The product is [CH3:1][NH:2][S:3]([C:6]1[CH:7]=[CH:8][C:9]2[S:13][C:12]([C:14]([C:15]#[N:16])=[C:18]([O:21][CH3:22])[CH3:19])=[N:11][C:10]=2[CH:17]=1)(=[O:4])=[O:5]. The yield is 0.830. (2) The catalyst is CO. The reactants are Cl[C:2]1[N:12]=[C:11]2[C:5]([N:6]([CH3:23])[C:7](=[O:22])[C:8]([CH2:20][CH3:21])([CH2:18][CH3:19])[CH2:9][N:10]2[CH:13]2[CH2:17][CH2:16][CH2:15][CH2:14]2)=[CH:4][N:3]=1.O.C1(C)C=CC(S(O)(=O)=O)=CC=1.[NH2:36][C:37]1[CH:55]=[CH:54][C:40]([C:41]([NH:43][CH2:44][C:45]([CH3:53])([CH3:52])[CH2:46][N:47]2[CH2:51][CH2:50][CH2:49][CH2:48]2)=[O:42])=[CH:39][C:38]=1[O:56][CH3:57].CC(C)CC(O)C. The yield is 0.270. The product is [CH:13]1([N:10]2[CH2:9][C:8]([CH2:20][CH3:21])([CH2:18][CH3:19])[C:7](=[O:22])[N:6]([CH3:23])[C:5]3[C:11]2=[N:12][C:2]([NH:36][C:37]2[CH:55]=[CH:54][C:40]([C:41]([NH:43][CH2:44][C:45]([CH3:52])([CH3:53])[CH2:46][N:47]4[CH2:51][CH2:50][CH2:49][CH2:48]4)=[O:42])=[CH:39][C:38]=2[O:56][CH3:57])=[N:3][CH:4]=3)[CH2:17][CH2:16][CH2:15][CH2:14]1. (3) The reactants are [CH2:1]([O:3][P:4](Cl)(=[O:8])[O:5][CH2:6][CH3:7])[CH3:2].[CH:10]1([Mg]Br)[CH2:12][CH2:11]1.[NH4+].[Cl-]. The catalyst is C1COCC1. The product is [CH2:1]([O:3][P:4]([CH:10]1[CH2:12][CH2:11]1)(=[O:8])[O:5][CH2:6][CH3:7])[CH3:2]. The yield is 0.510. (4) The reactants are [CH2:1]([O:8][C:9]1[C:10]([CH2:27][OH:28])=[N:11][CH:12]=[C:13]([C:25]=1[OH:26])[C:14]([NH:16][CH2:17][C:18]1[CH:23]=[CH:22][C:21]([F:24])=[CH:20][CH:19]=1)=[O:15])[C:2]1[CH:7]=[CH:6][CH:5]=[CH:4][CH:3]=1. The catalyst is C(Cl)(Cl)Cl.[O-2].[O-2].[Mn+4]. The product is [CH2:1]([O:8][C:9]1[C:10]([CH:27]=[O:28])=[N:11][CH:12]=[C:13]([C:25]=1[OH:26])[C:14]([NH:16][CH2:17][C:18]1[CH:19]=[CH:20][C:21]([F:24])=[CH:22][CH:23]=1)=[O:15])[C:2]1[CH:7]=[CH:6][CH:5]=[CH:4][CH:3]=1. The yield is 0.840.